Task: Predict which catalyst facilitates the given reaction.. Dataset: Catalyst prediction with 721,799 reactions and 888 catalyst types from USPTO (1) Reactant: Cl[C:2]([C:4]1[CH:18]=[CH:17][C:7]([O:8][CH2:9][C:10]([O:12]C(C)(C)C)=[O:11])=[CH:6][CH:5]=1)=[O:3].[Cl:19][C:20]1[CH:21]=[C:22]([CH:27]=[CH:28][C:29]=1[O:30][CH:31]([CH3:33])[CH3:32])/[C:23](=[N:25]/O)/[NH2:24].Cl. Product: [Cl:19][C:20]1[CH:21]=[C:22]([C:23]2[N:25]=[C:2]([C:4]3[CH:5]=[CH:6][C:7]([O:8][CH2:9][C:10]([OH:12])=[O:11])=[CH:17][CH:18]=3)[O:3][N:24]=2)[CH:27]=[CH:28][C:29]=1[O:30][CH:31]([CH3:33])[CH3:32]. The catalyst class is: 17. (2) Reactant: [F:1][C@H:2]1[C@@H:7]([O:8][C:9]2[CH:16]=[CH:15][C:14]([C:17]3[N:22]=[C:21]([NH:23][C:24]4[CH:29]=[CH:28][C:27]([N:30]5[CH2:35][CH2:34][N:33]([CH:36]6[CH2:39][O:38][CH2:37]6)[CH2:32][CH2:31]5)=[CH:26][CH:25]=4)[N:20]=[CH:19][N:18]=3)=[CH:13][C:10]=2[C:11]#[N:12])[CH2:6][CH2:5][NH:4][CH2:3]1.[Si:40]([O:47][NH2:48])([C:43]([CH3:46])([CH3:45])[CH3:44])([CH3:42])[CH3:41].Cl[C:50](Cl)([O:52]C(=O)OC(Cl)(Cl)Cl)Cl.O. Product: [Si:40]([O:47][NH:48][C:50]([N:4]1[CH2:5][CH2:6][C@H:7]([O:8][C:9]2[CH:16]=[CH:15][C:14]([C:17]3[N:22]=[C:21]([NH:23][C:24]4[CH:29]=[CH:28][C:27]([N:30]5[CH2:31][CH2:32][N:33]([CH:36]6[CH2:39][O:38][CH2:37]6)[CH2:34][CH2:35]5)=[CH:26][CH:25]=4)[N:20]=[CH:19][N:18]=3)=[CH:13][C:10]=2[C:11]#[N:12])[C@H:2]([F:1])[CH2:3]1)=[O:52])([C:43]([CH3:46])([CH3:45])[CH3:44])([CH3:42])[CH3:41]. The catalyst class is: 76. (3) Reactant: [OH-].[Li+].[C:3]([C:5]1[CH:6]=[C:7]([C:15]([O:17]CC)=[O:16])[CH:8]=[N:9][C:10]=1[NH:11][CH:12]([CH3:14])[CH3:13])#[N:4]. Product: [C:3]([C:5]1[CH:6]=[C:7]([C:15]([OH:17])=[O:16])[CH:8]=[N:9][C:10]=1[NH:11][CH:12]([CH3:14])[CH3:13])#[N:4]. The catalyst class is: 24. (4) Reactant: [CH2:1]([OH:19])[CH2:2][O:3][CH2:4][CH2:5][O:6][CH2:7][CH2:8][O:9][CH2:10][CH2:11][O:12][CH2:13][CH2:14][O:15][CH2:16][CH2:17][OH:18].N1C=CC=CC=1.[CH3:26][C:27]1[CH:32]=[CH:31][C:30]([S:33](Cl)(=[O:35])=[O:34])=[CH:29][CH:28]=1. Product: [CH3:26][C:27]1[CH:32]=[CH:31][C:30]([S:33]([O:18][CH2:17][CH2:16][O:15][CH2:14][CH2:13][O:12][CH2:11][CH2:10][O:9][CH2:8][CH2:7][O:6][CH2:5][CH2:4][O:3][CH2:2][CH2:1][OH:19])(=[O:35])=[O:34])=[CH:29][CH:28]=1. The catalyst class is: 1. (5) Reactant: [CH3:1][O:2][CH2:3][CH2:4][OH:5].[H-].[Na+].[F:8][C:9]([F:39])([F:38])[C:10]1[CH:11]=[C:12]([C:16]2[CH:37]=[CH:36][C:19]3[NH:20][C:21]([NH:23][C:24]([C:26]4[N:27]=[C:28]5[CH:33]=[CH:32][C:31](Cl)=[N:30][N:29]5[CH:35]=4)=[O:25])=[N:22][C:18]=3[CH:17]=2)[CH:13]=[CH:14][CH:15]=1.O. Product: [F:8][C:9]([F:39])([F:38])[C:10]1[CH:11]=[C:12]([C:16]2[CH:37]=[CH:36][C:19]3[NH:20][C:21]([NH:23][C:24]([C:26]4[N:27]=[C:28]5[CH:33]=[CH:32][C:31]([O:5][CH2:4][CH2:3][O:2][CH3:1])=[N:30][N:29]5[CH:35]=4)=[O:25])=[N:22][C:18]=3[CH:17]=2)[CH:13]=[CH:14][CH:15]=1. The catalyst class is: 3. (6) Product: [NH2:22][C:3]1[C:2]([Cl:1])=[C:10]([NH:11][S:12]([CH2:15][CH2:16][CH2:17][F:18])(=[O:14])=[O:13])[CH:9]=[CH:8][C:7]=1[Cl:19]. The catalyst class is: 12. Reactant: [Cl:1][C:2]1[C:10]([NH:11][S:12]([CH2:15][CH2:16][CH2:17][F:18])(=[O:14])=[O:13])=[CH:9][CH:8]=[C:7]([Cl:19])[C:3]=1C(O)=O.C([N:22](CC)CC)C.C1C=CC(OP(OC2C=CC=CC=2)(N=[N+]=[N-])=O)=CC=1.O.